Dataset: Reaction yield outcomes from USPTO patents with 853,638 reactions. Task: Predict the reaction yield, written as a fraction of the theoretical maximum amount of product (1.0 means a 100% yield; for example, 0.34 means a 34% yield). The reactants are [C:1]([C:5]1[CH:9]=[C:8]([NH:10][C:11]([O:13]C2C=CC=CC=2)=O)[N:7]([CH2:20][C:21]([O:23][CH2:24][CH3:25])=[O:22])[N:6]=1)([CH3:4])([CH3:3])[CH3:2].[CH3:26][O:27][C:28]1[CH:29]=[C:30]2[C:35](=[CH:36][C:37]=1[O:38][CH2:39][CH2:40][O:41][CH3:42])[N:34]=[CH:33][N:32]=[C:31]2[S:43][C:44]1[CH:45]=[C:46]([CH:48]=[CH:49][CH:50]=1)[NH2:47].C(N(CC)C(C)C)(C)C. The catalyst is C1COCC1. The product is [C:1]([C:5]1[CH:9]=[C:8]([NH:10][C:11]([NH:47][C:46]2[CH:48]=[CH:49][CH:50]=[C:44]([S:43][C:31]3[C:30]4[C:35](=[CH:36][C:37]([O:38][CH2:39][CH2:40][O:41][CH3:42])=[C:28]([O:27][CH3:26])[CH:29]=4)[N:34]=[CH:33][N:32]=3)[CH:45]=2)=[O:13])[N:7]([CH2:20][C:21]([O:23][CH2:24][CH3:25])=[O:22])[N:6]=1)([CH3:2])([CH3:3])[CH3:4]. The yield is 0.290.